From a dataset of Full USPTO retrosynthesis dataset with 1.9M reactions from patents (1976-2016). Predict the reactants needed to synthesize the given product. (1) The reactants are: C(=O)([O-])[O-].[Cs+].[Cs+].Br[CH2:8][C:9]1[CH:18]=[CH:17][C:16]2[C:11](=[CH:12][CH:13]=[CH:14][CH:15]=2)[CH:10]=1.[OH:19][C:20]1[CH:25]=[CH:24][C:23]([S:26]([NH:29][CH2:30][C@H:31]([N:36]2[CH2:41][CH2:40][CH2:39][CH2:38][CH2:37]2)[C:32]([O:34][CH3:35])=[O:33])(=[O:28])=[O:27])=[CH:22][CH:21]=1. Given the product [CH:10]1[C:11]2[C:16](=[CH:15][CH:14]=[CH:13][CH:12]=2)[CH:17]=[CH:18][C:9]=1[CH2:8][O:19][C:20]1[CH:21]=[CH:22][C:23]([S:26]([NH:29][CH2:30][C@H:31]([N:36]2[CH2:41][CH2:40][CH2:39][CH2:38][CH2:37]2)[C:32]([O:34][CH3:35])=[O:33])(=[O:28])=[O:27])=[CH:24][CH:25]=1, predict the reactants needed to synthesize it. (2) Given the product [Cl:14][C:10]1[CH:9]=[C:8]([C:6]2[N:7]=[C:2]([NH:18][C:19]3[CH:20]=[CH:21][C:22]([CH2:25][C:26]([OH:28])=[O:27])=[CH:23][CH:24]=3)[C:3]3[CH2:17][CH2:16][CH2:15][C:4]=3[N:5]=2)[CH:13]=[CH:12][CH:11]=1, predict the reactants needed to synthesize it. The reactants are: Cl[C:2]1[C:3]2[CH2:17][CH2:16][CH2:15][C:4]=2[N:5]=[C:6]([C:8]2[CH:13]=[CH:12][CH:11]=[C:10]([Cl:14])[CH:9]=2)[N:7]=1.[NH2:18][C:19]1[CH:24]=[CH:23][C:22]([CH2:25][C:26]([OH:28])=[O:27])=[CH:21][CH:20]=1. (3) The reactants are: [CH3:1][N:2]([C:26]1[CH:31]=[CH:30][CH:29]=[CH:28][CH:27]=1)[S:3]([C:6]1[CH:11]=[CH:10][CH:9]=[CH:8][C:7]=1[CH2:12][C:13]1[C:21]2[C:20](=[O:22])[CH2:19][C:18]([CH3:24])([CH3:23])[CH2:17][C:16]=2[NH:15][C:14]=1[CH3:25])(=[O:5])=[O:4].Br[CH2:33][C:34]([O:36][CH2:37][CH3:38])=[O:35].C(=O)([O-])[O-].[K+].[K+].[I-].[K+].[Cl-].[NH4+]. Given the product [CH3:25][C:14]1[N:15]([CH2:33][C:34]([O:36][CH2:37][CH3:38])=[O:35])[C:16]2[CH2:17][C:18]([CH3:23])([CH3:24])[CH2:19][C:20](=[O:22])[C:21]=2[C:13]=1[CH2:12][C:7]1[CH:8]=[CH:9][CH:10]=[CH:11][C:6]=1[S:3](=[O:5])(=[O:4])[N:2]([CH3:1])[C:26]1[CH:27]=[CH:28][CH:29]=[CH:30][CH:31]=1, predict the reactants needed to synthesize it. (4) The reactants are: FC(F)(F)C(O[C:6](=[O:11])[C:7](F)(F)F)=O.[Br:14][C:15]1[C:16]([Cl:23])=[CH:17]C(C)=[N+:19]([O-])[CH:20]=1.CO. Given the product [Br:14][C:15]1[C:16]([Cl:23])=[CH:17][C:7]([CH2:6][OH:11])=[N:19][CH:20]=1, predict the reactants needed to synthesize it. (5) The reactants are: [CH2:1]([CH:3]([CH2:41][CH2:42][CH2:43][CH3:44])[CH2:4][N:5]1[C:17]2[C:12](=[CH:13][C:14]([C:22](=[O:30])[C:23]3[CH:28]=[CH:27][C:26](F)=[CH:25][CH:24]=3)=[C:15]3[CH:21]=[CH:20][CH:19]=[CH:18][C:16]3=2)[C:11]2[C:6]1=[CH:7][CH:8]=[C:9]([C:31](=[O:40])[CH2:32][CH:33]([CH3:39])[CH2:34][C:35]([CH3:38])([CH3:37])[CH3:36])[CH:10]=2)[CH3:2].[F:45][C:46]([F:60])([C:49]([F:59])([F:58])[C:50]([F:57])([F:56])[C:51]([F:55])([F:54])[CH2:52][OH:53])[CH2:47][OH:48].[OH-:61].[Na+]. Given the product [CH2:1]([CH:3]([CH2:41][CH2:42][CH2:43][CH3:44])[CH2:4][N:5]1[C:17]2[C:12](=[CH:13][C:14]([C:22](=[O:30])[C:23]3[CH:28]=[CH:27][C:26]([O:53][CH2:52][C:51]([F:54])([F:55])[C:50]([F:57])([F:56])[C:49]([F:58])([F:59])[C:46]([F:60])([F:45])[CH2:47][O:48][C:26]4[CH:27]=[CH:28][C:23]([C:22]([C:14]5[C:15]6[CH:21]=[CH:20][CH:19]=[CH:18][C:16]=6[C:17]6[N:5]([CH2:4][CH:3]([CH2:1][CH3:2])[CH2:41][CH2:42][CH2:43][CH3:44])[C:6]7[C:11]([C:12]=6[CH:13]=5)=[CH:10][C:9]([C:31](=[O:40])[CH2:32][CH:33]([CH3:39])[CH2:34][C:35]([CH3:37])([CH3:36])[CH3:38])=[CH:8][CH:7]=7)=[O:61])=[CH:24][CH:25]=4)=[CH:25][CH:24]=3)=[C:15]3[CH:21]=[CH:20][CH:19]=[CH:18][C:16]3=2)[C:11]2[C:6]1=[CH:7][CH:8]=[C:9]([C:31](=[O:40])[CH2:32][CH:33]([CH3:39])[CH2:34][C:35]([CH3:38])([CH3:37])[CH3:36])[CH:10]=2)[CH3:2], predict the reactants needed to synthesize it.